From a dataset of Full USPTO retrosynthesis dataset with 1.9M reactions from patents (1976-2016). Predict the reactants needed to synthesize the given product. (1) Given the product [CH2:28]([CH:27]([O:1][C:2]1[CH:3]=[C:4]([C:10]2[O:11][CH:12]=[C:13]([CH2:15][NH:16][C:17](=[O:25])[C:18]3[C:23]([CH3:24])=[CH:22][CH:21]=[CH:20][N:19]=3)[N:14]=2)[CH:5]=[CH:6][C:7]=1[O:8][CH3:9])[CH2:30][CH3:31])[CH3:29], predict the reactants needed to synthesize it. The reactants are: [OH:1][C:2]1[CH:3]=[C:4]([C:10]2[O:11][CH:12]=[C:13]([CH2:15][NH:16][C:17](=[O:25])[C:18]3[C:23]([CH3:24])=[CH:22][CH:21]=[CH:20][N:19]=3)[N:14]=2)[CH:5]=[CH:6][C:7]=1[O:8][CH3:9].Br[CH:27]([CH2:30][CH3:31])[CH2:28][CH3:29]. (2) Given the product [C:4]([O:3][C:1]([N:8]1[CH2:13][CH2:12][CH:11]([NH:24][C:23]2[CH:22]=[CH:21][C:20]([S:17]([CH3:16])(=[O:19])=[O:18])=[CH:26][CH:25]=2)[CH2:10][CH2:9]1)=[O:2])([CH3:7])([CH3:6])[CH3:5], predict the reactants needed to synthesize it. The reactants are: [C:1]([N:8]1[CH2:13][CH2:12][C:11](=O)[CH2:10][CH2:9]1)([O:3][C:4]([CH3:7])([CH3:6])[CH3:5])=[O:2].Cl.[CH3:16][S:17]([C:20]1[CH:26]=[CH:25][C:23]([NH2:24])=[CH:22][CH:21]=1)(=[O:19])=[O:18].